Dataset: Reaction yield outcomes from USPTO patents with 853,638 reactions. Task: Predict the reaction yield, written as a fraction of the theoretical maximum amount of product (1.0 means a 100% yield; for example, 0.34 means a 34% yield). The reactants are F.F.F.C(N(CC)CC)C.C(N(CC)CC)C.[Si]([O:35][CH2:36][C@H:37]1[O:41][C@@H:40]([N:42]2[CH:49]=[C:48]([CH3:50])[C:46](=[O:47])[NH:45][C:43]2=[O:44])[C@H:39]([O:51][CH2:52][CH2:53][O:54][N:55]([CH3:57])[CH3:56])[C@@H:38]1[OH:58])(C(C)(C)C)(C1C=CC=CC=1)C1C=CC=CC=1.CO. The catalyst is C1COCC1.C(Cl)Cl. The product is [CH3:56][N:55]([CH3:57])[O:54][CH2:53][CH2:52][O:51][C@@H:39]1[C@H:38]([OH:58])[C@@H:37]([CH2:36][OH:35])[O:41][C@H:40]1[N:42]1[CH:49]=[C:48]([CH3:50])[C:46](=[O:47])[NH:45][C:43]1=[O:44]. The yield is 0.925.